Dataset: Peptide-MHC class I binding affinity with 185,985 pairs from IEDB/IMGT. Task: Regression. Given a peptide amino acid sequence and an MHC pseudo amino acid sequence, predict their binding affinity value. This is MHC class I binding data. (1) The peptide sequence is LVVDFSQFSR. The MHC is HLA-A68:02 with pseudo-sequence HLA-A68:02. The binding affinity (normalized) is 0.00122. (2) The MHC is HLA-A02:01 with pseudo-sequence HLA-A02:01. The peptide sequence is LVIGVAFLA. The binding affinity (normalized) is 0.817. (3) The peptide sequence is ELADTSLSGY. The MHC is HLA-A29:02 with pseudo-sequence HLA-A29:02. The binding affinity (normalized) is 0.585. (4) The peptide sequence is QLVESGGGLV. The MHC is HLA-A68:02 with pseudo-sequence HLA-A68:02. The binding affinity (normalized) is 0.263. (5) The peptide sequence is AVMFFPFWF. The MHC is HLA-A68:02 with pseudo-sequence HLA-A68:02. The binding affinity (normalized) is 0. (6) The peptide sequence is RPVPHWPKY. The MHC is HLA-B40:01 with pseudo-sequence HLA-B40:01. The binding affinity (normalized) is 0.0847. (7) The peptide sequence is MEIYIWDHD. The MHC is HLA-B44:02 with pseudo-sequence HLA-B44:02. The binding affinity (normalized) is 0.0847. (8) The peptide sequence is LLDEGKQSL. The MHC is HLA-A69:01 with pseudo-sequence HLA-A69:01. The binding affinity (normalized) is 0.182.